The task is: Predict the reactants needed to synthesize the given product.. This data is from Full USPTO retrosynthesis dataset with 1.9M reactions from patents (1976-2016). (1) Given the product [C:1]1([C:7]2[S:15][C:14]3[C:13]([N:41]4[CH2:46][CH2:45][NH:44][CH2:43][CH2:42]4)=[N:12][C:11]([C:35]4[CH:36]=[CH:37][N:38]=[CH:39][CH:40]=4)=[N:10][C:9]=3[CH:8]=2)[CH:2]=[CH:3][CH:4]=[CH:5][CH:6]=1, predict the reactants needed to synthesize it. The reactants are: [C:1]1([C:7]2[S:15][C:14]3[C:13](OS(C4C(C(C)C)=CC(C(C)C)=CC=4C(C)C)(=O)=O)=[N:12][C:11]([C:35]4[CH:40]=[CH:39][N:38]=[CH:37][CH:36]=4)=[N:10][C:9]=3[CH:8]=2)[CH:6]=[CH:5][CH:4]=[CH:3][CH:2]=1.[NH:41]1[CH2:46][CH2:45][NH:44][CH2:43][CH2:42]1.CCN(CC)CC. (2) Given the product [CH:12](=[C:11]1[C:2]([CH3:19])([CH3:1])[CH2:3][C:4]([C:5]2[CH:6]=[CH:7][CH:8]=[CH:9][CH:10]=2)=[N:20]1)[C:13]1[CH:18]=[CH:17][CH:16]=[CH:15][CH:14]=1, predict the reactants needed to synthesize it. The reactants are: [CH3:1][C:2]([CH3:19])([C:11]#[C:12][C:13]1[CH:18]=[CH:17][CH:16]=[CH:15][CH:14]=1)[C:3]#[C:4][C:5]1[CH:10]=[CH:9][CH:8]=[CH:7][CH:6]=1.[NH3:20]. (3) Given the product [OH:7][C@@H:3]1[CH2:4][CH2:5][CH2:6][C@H:1]([O:8][CH2:16][C:17]2[CH:26]=[CH:25][CH:24]=[C:23]([CH3:27])[C:18]=2[C:19]([O:21][CH3:22])=[O:20])[CH2:2]1, predict the reactants needed to synthesize it. The reactants are: [C@H:1]1([OH:8])[CH2:6][CH2:5][CH2:4][C@@H:3]([OH:7])[CH2:2]1.CC(C)([O-])C.[K+].Br[CH2:16][C:17]1[CH:26]=[CH:25][CH:24]=[C:23]([CH3:27])[C:18]=1[C:19]([O:21][CH3:22])=[O:20].CC1C=CC=C(C)C=1C(OC)=O. (4) The reactants are: [CH2:1]([N:8]1[C:13](=[O:14])[CH:12]=[CH:11][C:10]([CH2:15][C:16]2[C:24]3[C:19](=[CH:20][CH:21]=[C:22]([Cl:25])[CH:23]=3)[N:18]([CH2:26][C:27]([O:29]C)=[O:28])[C:17]=2[CH3:31])=[N:9]1)[C:2]1[CH:7]=[CH:6][CH:5]=[CH:4][CH:3]=1.C1COCC1.[OH-].[Li+].Cl. Given the product [CH2:1]([N:8]1[C:13](=[O:14])[CH:12]=[CH:11][C:10]([CH2:15][C:16]2[C:24]3[C:19](=[CH:20][CH:21]=[C:22]([Cl:25])[CH:23]=3)[N:18]([CH2:26][C:27]([OH:29])=[O:28])[C:17]=2[CH3:31])=[N:9]1)[C:2]1[CH:7]=[CH:6][CH:5]=[CH:4][CH:3]=1, predict the reactants needed to synthesize it. (5) Given the product [OH:13][CH2:2][C:3]1[CH:4]=[C:5]([CH:9]=[C:10]([CH3:12])[CH:11]=1)[C:6]([OH:8])=[O:7], predict the reactants needed to synthesize it. The reactants are: Br[CH2:2][C:3]1[CH:4]=[C:5]([CH:9]=[C:10]([CH3:12])[CH:11]=1)[C:6]([OH:8])=[O:7].[OH2:13]. (6) Given the product [F:34][CH:32]([F:33])[O:31][C:28]1[CH:29]=[CH:30][C:25]([C:22]2[CH:21]=[C:20]([CH2:19][N:14]3[CH:13]=[C:12]4[N:17]=[C:9]([C:3]5[CH:4]=[CH:5][CH:6]=[C:7]([F:8])[C:2]=5[F:1])[N:10]=[C:11]4[CH:16]=[N:15]3)[O:24][N:23]=2)=[CH:26][C:27]=1[O:35][CH3:36], predict the reactants needed to synthesize it. The reactants are: [F:1][C:2]1[C:7]([F:8])=[CH:6][CH:5]=[CH:4][C:3]=1[C:9]1[N:17]=[C:12]2[CH:13]=[N:14][NH:15][CH:16]=[C:11]2[N:10]=1.Cl[CH2:19][C:20]1[O:24][N:23]=[C:22]([C:25]2[CH:30]=[CH:29][C:28]([O:31][CH:32]([F:34])[F:33])=[C:27]([O:35][CH3:36])[CH:26]=2)[CH:21]=1. (7) Given the product [CH3:28][O:29][C:30](=[O:36])[CH2:31][CH2:32][S:33]([C:2]1[CH:3]=[CH:4][C:5]([CH2:8][NH:9][C:10]([C:12]2[C:13]3[CH:20]=[N:19][N:18]([C:21]4[CH:26]=[CH:25][C:24]([F:27])=[CH:23][CH:22]=4)[C:14]=3[CH:15]=[N:16][CH:17]=2)=[O:11])=[CH:6][N:7]=1)(=[O:35])=[O:34], predict the reactants needed to synthesize it. The reactants are: Br[C:2]1[N:7]=[CH:6][C:5]([CH2:8][NH:9][C:10]([C:12]2[C:13]3[CH:20]=[N:19][N:18]([C:21]4[CH:26]=[CH:25][C:24]([F:27])=[CH:23][CH:22]=4)[C:14]=3[CH:15]=[N:16][CH:17]=2)=[O:11])=[CH:4][CH:3]=1.[CH3:28][O:29][C:30](=[O:36])[CH2:31][CH2:32][S:33]([O-:35])=[O:34].[Na+].CCOC(C)=O.[Br-].